Dataset: Reaction yield outcomes from USPTO patents with 853,638 reactions. Task: Predict the reaction yield, written as a fraction of the theoretical maximum amount of product (1.0 means a 100% yield; for example, 0.34 means a 34% yield). The reactants are [Cl:1][C:2]1[CH:3]=[C:4]2[C:12](=[CH:13][C:14]=1[Cl:15])[N:11](S(C1C=CC(C)=CC=1)(=O)=O)[C:10]1[C:9]([C:31]([F:34])([F:33])[F:32])([O:26][Si](C)(C)C)[CH2:8][CH2:7][CH2:6][C:5]2=1.[OH-].[K+]. The catalyst is C1COCC1.CCO.O. The product is [Cl:1][C:2]1[CH:3]=[C:4]2[C:12](=[CH:13][C:14]=1[Cl:15])[NH:11][C:10]1[C:9]([C:31]([F:32])([F:33])[F:34])([OH:26])[CH2:8][CH2:7][CH2:6][C:5]2=1. The yield is 0.760.